Dataset: Reaction yield outcomes from USPTO patents with 853,638 reactions. Task: Predict the reaction yield, written as a fraction of the theoretical maximum amount of product (1.0 means a 100% yield; for example, 0.34 means a 34% yield). (1) The reactants are [N:1]1([N:9]2[CH2:14][CH2:13][CH2:12][CH2:11][CH2:10]2)[CH2:6][CH2:5][C:4](=O)[CH2:3][C:2]1=[O:8].[Cl:15][C:16]1[CH:21]=[C:20]([Cl:22])[CH:19]=[CH:18][C:17]=1[NH:23][CH2:24][C:25](=O)[CH3:26].CC1C=CC(S(O)(=O)=O)=CC=1. The catalyst is C1(C)C=CC=CC=1. The product is [Cl:15][C:16]1[CH:21]=[C:20]([Cl:22])[CH:19]=[CH:18][C:17]=1[N:23]1[C:4]2[CH2:5][CH2:6][N:1]([N:9]3[CH2:14][CH2:13][CH2:12][CH2:11][CH2:10]3)[C:2](=[O:8])[C:3]=2[C:25]([CH3:26])=[CH:24]1. The yield is 0.250. (2) The reactants are [C:1]([C:5]1[CH:10]=[C:9]([CH2:11][CH3:12])[C:8]([N+:13]([O-])=O)=[CH:7][C:6]=1[OH:16])([CH3:4])([CH3:3])[CH3:2]. The catalyst is CO.[Ni]. The product is [NH2:13][C:8]1[C:9]([CH2:11][CH3:12])=[CH:10][C:5]([C:1]([CH3:3])([CH3:2])[CH3:4])=[C:6]([OH:16])[CH:7]=1. The yield is 0.430. (3) The reactants are [C:1]([O:5][C:6](=[O:20])[N:7]([C@@H:9]([CH2:13][C:14]1[CH:19]=[CH:18][CH:17]=[CH:16][CH:15]=1)[CH2:10][C:11]#[N:12])[CH3:8])([CH3:4])([CH3:3])[CH3:2]. The catalyst is CO.[Ni]. The product is [C:1]([O:5][C:6](=[O:20])[N:7]([C@@H:9]([CH2:13][C:14]1[CH:19]=[CH:18][CH:17]=[CH:16][CH:15]=1)[CH2:10][CH2:11][NH2:12])[CH3:8])([CH3:4])([CH3:2])[CH3:3]. The yield is 0.910. (4) The reactants are [CH2:1]([O:4][C@H:5]([C@@H:25]([O:38][CH2:39][CH:40]=[CH2:41])[C@H:26]([O:34][CH2:35][CH:36]=[CH2:37])[C:27](=O)[CH2:28][O:29][CH2:30][CH:31]=[CH2:32])[C:6]([C:8]1[CH:13]=[CH:12][C:11]([Cl:14])=[C:10]([CH2:15][C:16]2[CH:21]=[CH:20][C:19]([O:22][CH2:23][CH3:24])=[CH:18][CH:17]=2)[CH:9]=1)=O)[CH:2]=[CH2:3].C([O-])=O.[NH4+].[BH3-]C#[N:48].[Na+]. The catalyst is CO. The product is [CH2:35]([O:34][C@H:26]1[C@H:25]([O:38][CH2:39][CH:40]=[CH2:41])[C@@H:5]([O:4][CH2:1][CH:2]=[CH2:3])[C@H:6]([C:8]2[CH:13]=[CH:12][C:11]([Cl:14])=[C:10]([CH2:15][C:16]3[CH:21]=[CH:20][C:19]([O:22][CH2:23][CH3:24])=[CH:18][CH:17]=3)[CH:9]=2)[NH:48][C@@H:27]1[CH2:28][O:29][CH2:30][CH:31]=[CH2:32])[CH:36]=[CH2:37]. The yield is 0.270. (5) The reactants are [CH3:1][C:2]1[S:3][C:4]([C:11]([O:13][CH2:14][CH3:15])=[O:12])=[C:5]([C:7]([F:10])([F:9])[F:8])[N:6]=1.[Br:16]N1C(=O)CCC1=O.C(OOC(=O)C1C=CC=CC=1)(=O)C1C=CC=CC=1. The catalyst is C(Cl)(Cl)(Cl)Cl. The product is [Br:16][CH2:1][C:2]1[S:3][C:4]([C:11]([O:13][CH2:14][CH3:15])=[O:12])=[C:5]([C:7]([F:10])([F:8])[F:9])[N:6]=1. The yield is 0.230. (6) The reactants are [CH3:1][O:2][C:3]([C:5]1[S:9][C:8]2[CH:10]=[C:11]([Cl:14])[CH:12]=[CH:13][C:7]=2[C:6]=1[OH:15])=[O:4].C([O-])([O-])=O.[K+].[K+].Br[CH2:23][C:24]([O:26][C:27]([CH3:30])([CH3:29])[CH3:28])=[O:25].O. The catalyst is CN(C=O)C. The product is [CH3:1][O:2][C:3]([C:5]1[S:9][C:8]2[CH:10]=[C:11]([Cl:14])[CH:12]=[CH:13][C:7]=2[C:6]=1[O:15][CH2:23][C:24]([O:26][C:27]([CH3:30])([CH3:29])[CH3:28])=[O:25])=[O:4]. The yield is 0.990. (7) The reactants are [F:1][C:2]1[CH:3]=[C:4]([CH:10]=[CH:11][C:12]=1[CH3:13])[C:5]([O:7][CH2:8][CH3:9])=[O:6].[Br:14]N1C(=O)CCC1=O.[C:22]1([P:28]([C:35]2[CH:40]=[CH:39][CH:38]=[CH:37][CH:36]=2)[C:29]2[CH:34]=[CH:33][CH:32]=[CH:31][CH:30]=2)[CH:27]=[CH:26][CH:25]=[CH:24][CH:23]=1. The catalyst is C(Cl)(Cl)(Cl)Cl.N(C(C)(C)C#N)=NC(C)(C)C#N. The product is [Br-:14].[CH2:8]([O:7][C:5]([C:4]1[CH:10]=[CH:11][C:12]([CH2:13][P+:28]([C:29]2[CH:30]=[CH:31][CH:32]=[CH:33][CH:34]=2)([C:35]2[CH:40]=[CH:39][CH:38]=[CH:37][CH:36]=2)[C:22]2[CH:23]=[CH:24][CH:25]=[CH:26][CH:27]=2)=[C:2]([F:1])[CH:3]=1)=[O:6])[CH3:9]. The yield is 0.670. (8) The reactants are Br[C:2]1[CH:7]=[CH:6][C:5]([Br:8])=[CH:4][N:3]=1.[CH3:9][N:10](C=O)C. No catalyst specified. The product is [Br:8][C:5]1[CH:6]=[CH:7][C:2]([C:9]#[N:10])=[N:3][CH:4]=1. The yield is 0.740. (9) The reactants are [C:1]([C:5]1[CH:10]=[CH:9][C:8]([S:11]([CH:14]2[CH2:19][CH2:18][NH:17][CH2:16][CH2:15]2)(=[O:13])=[O:12])=[CH:7][CH:6]=1)([CH3:4])([CH3:3])[CH3:2].Cl[C:21]1[CH:30]=[CH:29][C:28]2[C:23](=[CH:24][CH:25]=[CH:26][CH:27]=2)[N:22]=1.CCN(C(C)C)C(C)C. The catalyst is O1CCOCC1. The product is [C:1]([C:5]1[CH:6]=[CH:7][C:8]([S:11]([CH:14]2[CH2:15][CH2:16][N:17]([C:21]3[CH:30]=[CH:29][C:28]4[C:23](=[CH:24][CH:25]=[CH:26][CH:27]=4)[N:22]=3)[CH2:18][CH2:19]2)(=[O:13])=[O:12])=[CH:9][CH:10]=1)([CH3:4])([CH3:2])[CH3:3]. The yield is 0.180. (10) The reactants are S(Cl)(Cl)=O.[N+:5]([C:8]1[C:9]([C:13]([OH:15])=[O:14])=[N:10][NH:11][CH:12]=1)([O-:7])=[O:6].[CH3:16][CH2:17]O. No catalyst specified. The product is [CH2:16]([O:14][C:13]([C:9]1[C:8]([N+:5]([O-:7])=[O:6])=[CH:12][NH:11][N:10]=1)=[O:15])[CH3:17]. The yield is 0.960.